Task: Predict the reaction yield, written as a fraction of the theoretical maximum amount of product (1.0 means a 100% yield; for example, 0.34 means a 34% yield).. Dataset: Reaction yield outcomes from USPTO patents with 853,638 reactions (1) The reactants are [CH3:1][O:2][C:3]1[CH:4]=[C:5]2[C:10](=[CH:11][CH:12]=1)[CH:9]([CH2:13][C:14]1[CH:19]=[CH:18][C:17]([O:20][CH2:21][C:22]3[CH:27]=[CH:26][CH:25]=[CH:24][CH:23]=3)=[CH:16][CH:15]=1)[NH:8][CH2:7][CH2:6]2.[CH3:28][C:29]([CH3:31])=O.P([O-])(O)(O)=O.[Na+].C([BH3-])#N.[Na+]. The catalyst is CO. The product is [CH3:1][O:2][C:3]1[CH:4]=[C:5]2[C:10](=[CH:11][CH:12]=1)[CH:9]([CH2:13][C:14]1[CH:19]=[CH:18][C:17]([O:20][CH2:21][C:22]3[CH:27]=[CH:26][CH:25]=[CH:24][CH:23]=3)=[CH:16][CH:15]=1)[N:8]([CH:29]([CH3:31])[CH3:28])[CH2:7][CH2:6]2. The yield is 0.800. (2) The reactants are [N:1]12[CH2:8][CH2:7][C:4]([C:9]([C:16]3[CH:20]=[CH:19][S:18][CH:17]=3)([C:11]3[CH:15]=[CH:14][S:13][CH:12]=3)[OH:10])([CH2:5][CH2:6]1)[CH2:3][CH2:2]2.[C:21]1([O:27][CH2:28][CH2:29][CH2:30][Br:31])[CH:26]=[CH:25][CH:24]=[CH:23][CH:22]=1. The catalyst is C(Cl)(Cl)Cl. The product is [Br-:31].[OH:10][C:9]([C:11]1[CH:15]=[CH:14][S:13][CH:12]=1)([C:16]1[CH:20]=[CH:19][S:18][CH:17]=1)[C:4]12[CH2:7][CH2:8][N+:1]([CH2:30][CH2:29][CH2:28][O:27][C:21]3[CH:26]=[CH:25][CH:24]=[CH:23][CH:22]=3)([CH2:6][CH2:5]1)[CH2:2][CH2:3]2. The yield is 0.447. (3) The reactants are [CH3:1][O:2][C:3]1[C:19]([O:20][CH3:21])=[CH:18][C:6]2[NH:7][C:8]([C:10]3[C:14]([N+:15]([O-])=O)=[CH:13][NH:12][N:11]=3)=[N:9][C:5]=2[CH:4]=1. The catalyst is [Pd].C(O)C.CN(C=O)C. The product is [CH3:21][O:20][C:19]1[C:3]([O:2][CH3:1])=[CH:4][C:5]2[NH:9][C:8]([C:10]3[C:14]([NH2:15])=[CH:13][NH:12][N:11]=3)=[N:7][C:6]=2[CH:18]=1. The yield is 0.530. (4) The reactants are [F:1][C:2]1[CH:3]=[C:4]([CH2:17][C:18]([O:20]C)=[O:19])[CH:5]=[CH:6][C:7]=1[B:8]1[O:12][C:11]([CH3:14])([CH3:13])[C:10]([CH3:16])([CH3:15])[O:9]1.O[Li].O. The catalyst is C1COCC1.O. The product is [F:1][C:2]1[CH:3]=[C:4]([CH2:17][C:18]([OH:20])=[O:19])[CH:5]=[CH:6][C:7]=1[B:8]1[O:12][C:11]([CH3:13])([CH3:14])[C:10]([CH3:15])([CH3:16])[O:9]1. The yield is 0.840. (5) The reactants are C([O:4][C:5]([C:7]1[N:8]([N:12]([CH2:33][C:34]2[CH:39]=[CH:38][C:37]([F:40])=[C:36]([Cl:41])[CH:35]=2)[C:13](=[O:32])[CH2:14][C:15]2[NH:20][C:19]3[CH:21]=[CH:22][C:23](CS(C)(=O)=O)=[CH:24][C:18]=3[S:17](=[O:31])(=[O:30])[N:16]=2)[CH:9]=[CH:10][CH:11]=1)=O)C=C.[O-]CC.[Na+].Cl. The catalyst is C(O)C.C(OCC)(=O)C. The product is [Cl:41][C:36]1[CH:35]=[C:34]([CH:39]=[CH:38][C:37]=1[F:40])[CH2:33][N:12]1[C:13](=[O:32])[C:14]([C:15]2[NH:20][C:19]3[CH:21]=[CH:22][C:23]([NH:16][S:17]([CH3:18])(=[O:31])=[O:30])=[CH:24][C:18]=3[S:17](=[O:31])(=[O:30])[N:16]=2)=[C:5]([OH:4])[C:7]2=[CH:11][CH:10]=[CH:9][N:8]12. The yield is 0.320. (6) The reactants are [CH3:1][O:2][C:3]([C:5]1[CH:6]=[C:7]([CH:11]=[CH:12][CH:13]=1)[C:8](O)=[O:9])=[O:4].CCN=C=NCCCN(C)C.C1C=CC2N(O)N=NC=2C=1.[CH3:35][N:36]([CH3:38])[NH2:37].CCN(C(C)C)C(C)C. The catalyst is C(Cl)Cl.C(Cl)(Cl)Cl. The product is [CH3:35][N:36]([CH3:38])[NH:37][C:8]([C:7]1[CH:6]=[C:5]([CH:13]=[CH:12][CH:11]=1)[C:3]([O:2][CH3:1])=[O:4])=[O:9]. The yield is 0.600.